From a dataset of Reaction yield outcomes from USPTO patents with 853,638 reactions. Predict the reaction yield, written as a fraction of the theoretical maximum amount of product (1.0 means a 100% yield; for example, 0.34 means a 34% yield). The reactants are [Br-].[CH2:2]([O:4][C:5](=[O:10])[CH2:6][CH2:7][CH2:8][Zn+])[CH3:3].Cl[C:12]1[N:17]=[C:16]([Cl:18])[CH:15]=[C:14]([N:19]2[CH2:24][CH2:23][O:22][CH2:21][CH2:20]2)[N:13]=1. The catalyst is C1COCC1.[CH2-]C1C=CC=CC=1.C1C=CC(P(C2C=CC=CC=2)C2C=CC=CC=2)=CC=1.C1C=CC(P(C2C=CC=CC=2)C2C=CC=CC=2)=CC=1.Cl[Pd+]. The product is [Cl:18][C:16]1[CH:15]=[C:14]([N:19]2[CH2:24][CH2:23][O:22][CH2:21][CH2:20]2)[N:13]=[C:12]([CH2:8][CH2:7][CH2:6][C:5]([O:4][CH2:2][CH3:3])=[O:10])[N:17]=1. The yield is 0.330.